From a dataset of Full USPTO retrosynthesis dataset with 1.9M reactions from patents (1976-2016). Predict the reactants needed to synthesize the given product. Given the product [F:1][C:2]1[CH:7]=[CH:6][C:5]([C@@H:8]([NH:10][C:11]2[CH:16]=[C:15]([NH:17][C:32](=[O:34])[CH3:33])[CH:14]=[C:13]([NH:18][C:19]3[CH:24]=[N:23][CH:22]=[CH:21][N:20]=3)[N:12]=2)[CH3:9])=[CH:4][CH:3]=1, predict the reactants needed to synthesize it. The reactants are: [F:1][C:2]1[CH:7]=[CH:6][C:5]([C@@H:8]([NH:10][C:11]2[CH:16]=[C:15]([NH2:17])[CH:14]=[C:13]([NH:18][C:19]3[CH:24]=[N:23][CH:22]=[CH:21][N:20]=3)[N:12]=2)[CH3:9])=[CH:4][CH:3]=1.C(N(CC)CC)C.[C:32](OC(=O)C)(=[O:34])[CH3:33].